From a dataset of Forward reaction prediction with 1.9M reactions from USPTO patents (1976-2016). Predict the product of the given reaction. (1) Given the reactants O[CH2:2][C@@H:3]([NH:8][C:9](=[O:18])[O:10][CH2:11][C:12]1[CH:17]=[CH:16][CH:15]=[CH:14][CH:13]=1)[CH:4]([CH3:7])[CH2:5][CH3:6].C(OC(NC(CC(C)C)C[NH:32][C:33](=[O:39])[O:34][C:35]([CH3:38])([CH3:37])[CH3:36])=O)C1C=CC=CC=1, predict the reaction product. The product is: [CH2:11]([O:10][C:9]([NH:8][C@@H:3]([CH:4]([CH3:7])[CH2:5][CH3:6])[CH2:2][NH:32][C:33](=[O:39])[O:34][C:35]([CH3:38])([CH3:37])[CH3:36])=[O:18])[C:12]1[CH:17]=[CH:16][CH:15]=[CH:14][CH:13]=1. (2) The product is: [F:20][C:17]([F:18])([F:19])[C:12]([C:3]1[CH:4]=[CH:5][C:6]2[C:11](=[CH:10][CH:9]=[CH:8][CH:7]=2)[C:2]=1[NH:1][C:27]([C:26]1[O:22][N:23]=[CH:24][CH:25]=1)=[O:28])([OH:21])[C:13]([F:14])([F:15])[F:16]. Given the reactants [NH2:1][C:2]1[C:11]2[C:6](=[CH:7][CH:8]=[CH:9][CH:10]=2)[CH:5]=[CH:4][C:3]=1[C:12]([OH:21])([C:17]([F:20])([F:19])[F:18])[C:13]([F:16])([F:15])[F:14].[O:22]1[C:26]([C:27](Cl)=[O:28])=[CH:25][CH:24]=[N:23]1, predict the reaction product.